Predict the reaction yield, written as a fraction of the theoretical maximum amount of product (1.0 means a 100% yield; for example, 0.34 means a 34% yield). From a dataset of Reaction yield outcomes from USPTO patents with 853,638 reactions. (1) The reactants are [CH:1]([N:4]1[CH2:9][CH2:8][CH:7]([O:10][C:11]2[CH:19]=[CH:18][C:17]3[N:16]4[CH2:20][CH2:21][NH:22][C:23](=[O:24])[C:15]4=[CH:14][C:13]=3[CH:12]=2)[CH2:6][CH2:5]1)([CH3:3])[CH3:2].[H-].[Na+].Br[CH2:28][CH2:29][CH2:30][OH:31]. No catalyst specified. The product is [OH:31][CH2:30][CH2:29][CH2:28][N:22]1[CH2:21][CH2:20][N:16]2[C:17]3[CH:18]=[CH:19][C:11]([O:10][CH:7]4[CH2:8][CH2:9][N:4]([CH:1]([CH3:3])[CH3:2])[CH2:5][CH2:6]4)=[CH:12][C:13]=3[CH:14]=[C:15]2[C:23]1=[O:24]. The yield is 0.660. (2) The reactants are [Si:1]([O:18][CH2:19][C@H:20]1[C:24](=[O:25])[CH:23]=[CH:22][CH2:21]1)([C:14]([CH3:17])([CH3:16])[CH3:15])([C:8]1[CH:13]=[CH:12][CH:11]=[CH:10][CH:9]=1)[C:2]1[CH:7]=[CH:6][CH:5]=[CH:4][CH:3]=1.[CH3:26][Li]. The catalyst is C(OCC)C. The product is [Si:1]([O:18][CH2:19][C@H:20]1[C@@:24]([CH3:26])([OH:25])[CH:23]=[CH:22][CH2:21]1)([C:14]([CH3:17])([CH3:15])[CH3:16])([C:8]1[CH:13]=[CH:12][CH:11]=[CH:10][CH:9]=1)[C:2]1[CH:3]=[CH:4][CH:5]=[CH:6][CH:7]=1. The yield is 0.730. (3) The reactants are [Br:1][C:2]1[CH:3]=[C:4]2[C:10]([CH:11]([O:14]C)OC)=[N:9][NH:8][C:5]2=[CH:6][N:7]=1.[O:16]1[CH:21]=[CH:20][CH2:19][CH2:18][CH2:17]1.CC1C=CC(S(O)(=O)=O)=CC=1. The catalyst is C1(C)C=CC=CC=1. The product is [Br:1][C:2]1[CH:3]=[C:4]2[C:10]([CH:11]=[O:14])=[N:9][N:8]([CH:17]3[CH2:18][CH2:19][CH2:20][CH2:21][O:16]3)[C:5]2=[CH:6][N:7]=1. The yield is 0.439. (4) The reactants are [C:1]1([C:7]2[S:8][C:9]([C:18](=O)[CH3:19])=[C:10]([N:12]3[CH2:17][CH2:16][CH2:15][CH2:14][CH2:13]3)[N:11]=2)[CH:6]=[CH:5][CH:4]=[CH:3][CH:2]=1.CC(C)([O-])C.[K+].[C:27](OCC)(=O)[C:28]([O:30][CH2:31][CH3:32])=[O:29].C(O)(=O)C.O.[NH2:42][NH2:43]. The catalyst is C1COCC1.CCO.C(OCC)(=O)C. The product is [CH2:31]([O:30][C:28]([C:27]1[NH:42][N:43]=[C:18]([C:9]2[S:8][C:7]([C:1]3[CH:6]=[CH:5][CH:4]=[CH:3][CH:2]=3)=[N:11][C:10]=2[N:12]2[CH2:17][CH2:16][CH2:15][CH2:14][CH2:13]2)[CH:19]=1)=[O:29])[CH3:32]. The yield is 0.590. (5) The yield is 0.630. The reactants are [CH:1]1([NH2:8])[CH2:7][CH2:6][CH2:5][CH2:4][CH2:3][CH2:2]1.[Br-:9].C([N+]1[CH:18]=[CH:17][N:16]([CH2:19][CH:20]([CH3:22])C)[CH:15]=1)C(C)C. No catalyst specified. The product is [Br-:9].[CH:1]1([N+:8]2[CH:18]=[CH:17][N:16]([CH:19]3[CH2:20][CH2:22][CH2:3][CH2:2][CH2:1][CH2:7]3)[CH:15]=2)[CH2:7][CH2:6][CH2:5][CH2:4][CH2:3][CH2:2]1. (6) The reactants are [NH2:1][C:2]1[CH:3]=[C:4]([CH:21]=[CH:22][C:23]=1[F:24])[O:5][C:6]1[CH:7]=[CH:8][C:9]2[N:10]([CH:12]=[C:13]([NH:15][C:16]([CH:18]3[CH2:20][CH2:19]3)=[O:17])[N:14]=2)[N:11]=1.[CH3:25][N:26]1[C:30]([CH3:31])=[CH:29][C:28]([C:32](O)=[O:33])=[N:27]1.Cl.C(N=C=NCCCN(C)C)C.ON1C2C=CC=CC=2N=N1.C(N(CC)CC)C. The catalyst is CN(C)C=O.O. The product is [CH:18]1([C:16]([NH:15][C:13]2[N:14]=[C:9]3[CH:8]=[CH:7][C:6]([O:5][C:4]4[CH:21]=[CH:22][C:23]([F:24])=[C:2]([NH:1][C:32]([C:28]5[CH:29]=[C:30]([CH3:31])[N:26]([CH3:25])[N:27]=5)=[O:33])[CH:3]=4)=[N:11][N:10]3[CH:12]=2)=[O:17])[CH2:20][CH2:19]1. The yield is 0.260. (7) The reactants are [Cl:1][C:2]1[C:10]2[C:5](=[CH:6][CH:7]=[CH:8][CH:9]=2)[NH:4][N:3]=1.Br[C:12]1[CH:17]=[CH:16][C:15]([CH3:18])=[CH:14][CH:13]=1.[O-]P([O-])([O-])=O.[K+].[K+].[K+].CN[C@@H]1CCCC[C@H]1NC. The catalyst is [Cu]I.CCCCCC.C(OCC)(=O)C.C1(C)C=CC=CC=1. The product is [CH3:18][C:15]1[CH:16]=[CH:17][C:12]([N:4]2[C:5]3[C:10](=[CH:9][CH:8]=[CH:7][CH:6]=3)[C:2]([Cl:1])=[N:3]2)=[CH:13][CH:14]=1. The yield is 0.870. (8) The reactants are [F:1][C:2]1[C:3]([C:13]([O:15][CH3:16])=[O:14])=[CH:4][NH:5][C:6]=1[C:7]1[CH:12]=[CH:11][CH:10]=[CH:9][CH:8]=1.[H-].[Na+].C1OCCOCCOCCOCCOC1.Cl.[N:35]1[CH:40]=[CH:39][CH:38]=[C:37]([S:41](Cl)(=[O:43])=[O:42])[CH:36]=1. The catalyst is O1CCCC1.O. The product is [F:1][C:2]1[C:3]([C:13]([O:15][CH3:16])=[O:14])=[CH:4][N:5]([S:41]([C:37]2[CH:36]=[N:35][CH:40]=[CH:39][CH:38]=2)(=[O:43])=[O:42])[C:6]=1[C:7]1[CH:12]=[CH:11][CH:10]=[CH:9][CH:8]=1. The yield is 0.730. (9) The reactants are [CH2:1]([N:8]=[C:9]1[CH2:14][CH2:13][CH:12]([C:15]2[CH:20]=[CH:19][C:18]([O:21][Si:22]([C:25]([CH3:28])([CH3:27])[CH3:26])([CH3:24])[CH3:23])=[CH:17][C:16]=2[O:29][Si:30]([C:33]([CH3:36])([CH3:35])[CH3:34])([CH3:32])[CH3:31])[CH2:11][CH2:10]1)[C:2]1[CH:7]=[CH:6][CH:5]=[CH:4][CH:3]=1.O1CCCC1.CO.[BH4-].[Na+]. The catalyst is C(OCC)C.[OH-].[Na+]. The product is [CH2:1]([NH:8][C@H:9]1[CH2:10][CH2:11][C@H:12]([C:15]2[CH:20]=[CH:19][C:18]([O:21][Si:22]([C:25]([CH3:27])([CH3:28])[CH3:26])([CH3:23])[CH3:24])=[CH:17][C:16]=2[O:29][Si:30]([C:33]([CH3:36])([CH3:35])[CH3:34])([CH3:31])[CH3:32])[CH2:13][CH2:14]1)[C:2]1[CH:7]=[CH:6][CH:5]=[CH:4][CH:3]=1. The yield is 0.540. (10) The reactants are [OH-].[Na+].Cl.Cl.[NH2:5][CH2:6][CH2:7][O:8][CH2:9][CH2:10][NH2:11].[CH3:12][C:13]([O:16][C:17](O[C:17]([O:16][C:13]([CH3:15])([CH3:14])[CH3:12])=[O:18])=[O:18])([CH3:15])[CH3:14]. The catalyst is CO.C1COCC1. The product is [NH2:5][CH2:6][CH2:7][O:8][CH2:9][CH2:10][NH:11][C:17](=[O:18])[O:16][C:13]([CH3:15])([CH3:14])[CH3:12]. The yield is 0.740.